From a dataset of Catalyst prediction with 721,799 reactions and 888 catalyst types from USPTO. Predict which catalyst facilitates the given reaction. (1) Reactant: [CH3:1][O:2][C:3]1[CH:4]=[C:5]2[C:10](=[CH:11][C:12]=1[O:13][CH3:14])[N:9]=[CH:8][N:7]=[C:6]2[O:15][C:16]1[CH:22]=[CH:21][C:19]([NH2:20])=[CH:18][CH:17]=1.C(N(CC)CC)C.ClC(Cl)(O[C:34](=[O:40])OC(Cl)(Cl)Cl)Cl.[NH2:42][C:43]1[S:44][CH:45]=[C:46]([CH3:48])[N:47]=1. Product: [CH3:1][O:2][C:3]1[CH:4]=[C:5]2[C:10](=[CH:11][C:12]=1[O:13][CH3:14])[N:9]=[CH:8][N:7]=[C:6]2[O:15][C:16]1[CH:22]=[CH:21][C:19]([NH:20][C:34]([NH:42][C:43]2[S:44][CH:45]=[C:46]([CH3:48])[N:47]=2)=[O:40])=[CH:18][CH:17]=1. The catalyst class is: 146. (2) Reactant: [CH2:1]([O:3][C:4]([CH:6]1[CH2:11][CH2:10][NH:9][CH2:8][CH2:7]1)=[O:5])[CH3:2].[C:12]([O:16][C:17](O[C:17]([O:16][C:12]([CH3:15])([CH3:14])[CH3:13])=[O:18])=[O:18])([CH3:15])([CH3:14])[CH3:13]. Product: [CH2:1]([O:3][C:4]([CH:6]1[CH2:11][CH2:10][N:9]([C:17]([O:16][C:12]([CH3:15])([CH3:14])[CH3:13])=[O:18])[CH2:8][CH2:7]1)=[O:5])[CH3:2]. The catalyst class is: 10. (3) Reactant: O1CCCCC1[O:7][CH2:8][C:9]([CH3:34])([CH3:33])[CH2:10][CH2:11][CH2:12][CH:13]([OH:32])[CH2:14][CH2:15][CH:16](O)[CH2:17][CH2:18][CH2:19][C:20]([CH3:30])([CH3:29])[CH2:21][O:22]C1CCCCO1.S(Cl)(C1C=CC(C)=CC=1)(=O)=O.N1C=CC=CC=1. Product: [OH:7][CH2:8][C:9]([CH3:34])([CH3:33])[CH2:10][CH2:11][CH2:12][CH:13]1[O:32][CH:16]([CH2:17][CH2:18][CH2:19][C:20]([CH3:30])([CH3:29])[CH2:21][OH:22])[CH2:15][CH2:14]1. The catalyst class is: 4. (4) Reactant: COCN[C:5](=O)[C@@H:6]([C:23]1[CH2:28][CH2:27][CH2:26][CH2:25][CH:24]=1)[C@H:7]([O:21][CH3:22])[C@H:8]([O:11][CH2:12][C:13]1[CH:18]=[CH:17][C:16]([O:19][CH3:20])=[CH:15][CH:14]=1)[CH:9]=[CH2:10].[CH:30]([Mg]Br)=[CH2:31].[NH4+].[Cl-].C1COCC1.[OH2:41]. Product: [C:23]1([C@@H:6]([C@H:7]([O:21][CH3:22])[C@H:8]([O:11][CH2:12][C:13]2[CH:14]=[CH:15][C:16]([O:19][CH3:20])=[CH:17][CH:18]=2)[CH:9]=[CH2:10])[C:5](=[O:41])[CH:30]=[CH2:31])[CH2:28][CH2:27][CH2:26][CH2:25][CH:24]=1. The catalyst class is: 1.